Dataset: Catalyst prediction with 721,799 reactions and 888 catalyst types from USPTO. Task: Predict which catalyst facilitates the given reaction. (1) Reactant: [Si:1]([O:8][CH2:9][C@@H:10]([NH:20]C(C1C=CC=CC=1)(C1C=CC=CC=1)C1C=CC=CC=1)[CH2:11][NH:12][C:13](=[O:19])[O:14][C:15]([CH3:18])([CH3:17])[CH3:16])([C:4]([CH3:7])([CH3:6])[CH3:5])([CH3:3])[CH3:2].B(F)(F)F.CCOCC.[OH-].[Na+]. Product: [NH2:20][C@H:10]([CH2:9][O:8][Si:1]([C:4]([CH3:7])([CH3:6])[CH3:5])([CH3:2])[CH3:3])[CH2:11][NH:12][C:13](=[O:19])[O:14][C:15]([CH3:17])([CH3:18])[CH3:16]. The catalyst class is: 322. (2) Reactant: O[CH:2]=[C:3]1[C:11]2[C:6](=[CH:7][C:8]([C:12]([C:14]3[CH:15]=[C:16]([NH:20][C:21](=[O:29])[C:22]4[CH:27]=[CH:26][CH:25]=[CH:24][C:23]=4[CH3:28])[CH:17]=[CH:18][CH:19]=3)=[O:13])=[CH:9][CH:10]=2)[NH:5][C:4]1=[O:30].C1COCC1.[N:36]1([CH2:41][C:42]2[CH:47]=[CH:46][C:45]([NH2:48])=[CH:44][CH:43]=2)[CH2:40][CH2:39][CH2:38][CH2:37]1. Product: [CH3:28][C:23]1[CH:24]=[CH:25][CH:26]=[CH:27][C:22]=1[C:21]([NH:20][C:16]1[CH:17]=[CH:18][CH:19]=[C:14]([C:12]([C:8]2[CH:7]=[C:6]3[C:11]([C:3](=[CH:2][NH:48][C:45]4[CH:44]=[CH:43][C:42]([CH2:41][N:36]5[CH2:40][CH2:39][CH2:38][CH2:37]5)=[CH:47][CH:46]=4)[C:4](=[O:30])[NH:5]3)=[CH:10][CH:9]=2)=[O:13])[CH:15]=1)=[O:29]. The catalyst class is: 521. (3) Reactant: BrBr.C([NH:6][CH:7]1[CH2:12][CH2:11][C:10](=O)[CH2:9][CH2:8]1)(=O)C.[NH2:14][C:15]([NH2:17])=[S:16].Br. Product: [NH2:14][C:15]1[S:16][C:9]2[CH2:8][CH:7]([NH2:6])[CH2:12][CH2:11][C:10]=2[N:17]=1. The catalyst class is: 6. (4) Reactant: [Cl:1][C:2]1[C:7]([C:8]([NH2:10])=O)=[CH:6][N:5]=[C:4]2[S:11][CH:12]=[CH:13][C:3]=12.N1C(Cl)=NC(Cl)=NC=1Cl. Product: [Cl:1][C:2]1[C:7]([C:8]#[N:10])=[CH:6][N:5]=[C:4]2[S:11][CH:12]=[CH:13][C:3]=12. The catalyst class is: 9. (5) Reactant: [I:1][C:2]1[CH:3]=[CH:4][C:5]2[N:6]([CH:8]=[C:9]([C:11]3[CH:16]=[CH:15][C:14]([NH2:17])=[CH:13][CH:12]=3)[N:10]=2)[CH:7]=1.[N:18]([O-])=O.[Na+].[B-:22]([F:26])([F:25])([F:24])[F:23].[Na+]. Product: [F:23][B-:22]([F:26])([F:25])[F:24].[I:1][C:2]1[CH:3]=[CH:4][C:5]2[N:6]([CH:8]=[C:9]([C:11]3[CH:16]=[CH:15][C:14]([N+:17]#[N:18])=[CH:13][CH:12]=3)[N:10]=2)[CH:7]=1. The catalyst class is: 126. (6) Reactant: C[O:2][C:3]1[CH:12]=[CH:11][C:10]2[C:5](=[CH:6][CH:7]=[CH:8][CH:9]=2)[C:4]=1[C:13]1[CH:18]=[CH:17][CH:16]=[CH:15][CH:14]=1.B(Br)(Br)Br.C(OCC)C. Product: [C:13]1([C:4]2[C:5]3[C:10](=[CH:9][CH:8]=[CH:7][CH:6]=3)[CH:11]=[CH:12][C:3]=2[OH:2])[CH:14]=[CH:15][CH:16]=[CH:17][CH:18]=1. The catalyst class is: 2. (7) Reactant: [F:1][C:2]1[CH:7]=[CH:6][CH:5]=[C:4]([F:8])[C:3]=1[C:9]1[O:10][C:11]([C:17]2[CH:22]=[CH:21][C:20]([OH:23])=[CH:19][CH:18]=2)=[C:12]([C:14]([NH2:16])=[O:15])[N:13]=1.Cl[CH2:25][CH:26]1[O:31][CH2:30][CH2:29][N:28](CC2C=CC=CC=2)[CH2:27]1.COC1C=CC(C2NC(C(N)=O)=C(C3C=CC(OC)=CC=3)N=2)=CC=1. Product: [F:1][C:2]1[CH:7]=[CH:6][CH:5]=[C:4]([F:8])[C:3]=1[C:9]1[O:10][C:11]([C:17]2[CH:18]=[CH:19][C:20]([O:23][CH2:25][CH:26]3[O:31][CH2:30][CH2:29][NH:28][CH2:27]3)=[CH:21][CH:22]=2)=[C:12]([C:14]([NH2:16])=[O:15])[N:13]=1. The catalyst class is: 19.